From a dataset of Forward reaction prediction with 1.9M reactions from USPTO patents (1976-2016). Predict the product of the given reaction. Given the reactants [CH:1]([C:3]1[N:4]([C:8]2[CH:15]=[C:14]([N+:16]([O-:18])=[O:17])[CH:13]=[CH:12][C:9]=2[C:10]#[N:11])[CH:5]=[CH:6][N:7]=1)=[O:2].[CH2:19](O)[CH2:20][OH:21].O.C1(C)C=CC(S(O)(=O)=O)=CC=1.C1C=CC=CC=1.[OH-].[Na+], predict the reaction product. The product is: [O:2]1[CH2:19][CH2:20][O:21][CH:1]1[CH:3]1[NH:7][CH2:6][CH2:5][N:4]1[C:8]1[CH:15]=[C:14]([N+:16]([O-:18])=[O:17])[CH:13]=[CH:12][C:9]=1[C:10]#[N:11].